Predict the reaction yield, written as a fraction of the theoretical maximum amount of product (1.0 means a 100% yield; for example, 0.34 means a 34% yield). From a dataset of Reaction yield outcomes from USPTO patents with 853,638 reactions. (1) The reactants are [Li+].[OH-].[Cl:3][C:4]1[C:9]([C:10]([F:13])([F:12])[F:11])=[CH:8][N:7]=[C:6]2[N:14](S(C3C=CC=CC=3)(=O)=O)[CH:15]=[CH:16][C:5]=12.S([O-])(O)(=O)=O.[K+]. The catalyst is C1COCC1. The product is [Cl:3][C:4]1[C:9]([C:10]([F:12])([F:13])[F:11])=[CH:8][N:7]=[C:6]2[NH:14][CH:15]=[CH:16][C:5]=12. The yield is 0.910. (2) The reactants are [Cl:1][C:2]1[CH:7]=[C:6]([N+:8]([O-:10])=[O:9])[CH:5]=[CH:4][C:3]=1[OH:11].O[CH2:13][C:14]1[O:18][N:17]=[C:16]([CH3:19])[CH:15]=1. No catalyst specified. The product is [Cl:1][C:2]1[CH:7]=[C:6]([N+:8]([O-:10])=[O:9])[CH:5]=[CH:4][C:3]=1[O:11][CH2:13][C:14]1[O:18][N:17]=[C:16]([CH3:19])[CH:15]=1. The yield is 1.00.